This data is from NCI-60 drug combinations with 297,098 pairs across 59 cell lines. The task is: Regression. Given two drug SMILES strings and cell line genomic features, predict the synergy score measuring deviation from expected non-interaction effect. (1) Synergy scores: CSS=20.9, Synergy_ZIP=-9.29, Synergy_Bliss=-8.58, Synergy_Loewe=-3.33, Synergy_HSA=-3.57. Drug 1: CS(=O)(=O)CCNCC1=CC=C(O1)C2=CC3=C(C=C2)N=CN=C3NC4=CC(=C(C=C4)OCC5=CC(=CC=C5)F)Cl. Cell line: HCC-2998. Drug 2: C(CC(=O)O)C(=O)CN.Cl. (2) Drug 1: C1CCN(CC1)CCOC2=CC=C(C=C2)C(=O)C3=C(SC4=C3C=CC(=C4)O)C5=CC=C(C=C5)O. Cell line: IGROV1. Drug 2: C1=NC(=NC(=O)N1C2C(C(C(O2)CO)O)O)N. Synergy scores: CSS=2.39, Synergy_ZIP=0.966, Synergy_Bliss=4.08, Synergy_Loewe=-0.510, Synergy_HSA=1.31. (3) Drug 1: C1=NC2=C(N=C(N=C2N1C3C(C(C(O3)CO)O)O)F)N. Drug 2: C1=CC=C(C=C1)NC(=O)CCCCCCC(=O)NO. Cell line: NCI-H322M. Synergy scores: CSS=-0.997, Synergy_ZIP=-0.0940, Synergy_Bliss=-2.59, Synergy_Loewe=-1.64, Synergy_HSA=-3.31.